From a dataset of Full USPTO retrosynthesis dataset with 1.9M reactions from patents (1976-2016). Predict the reactants needed to synthesize the given product. (1) Given the product [Cl:13][C:14]1[CH:15]=[N:16][CH:17]=[CH:18][C:19]=1[CH:20]([OH:21])[CH:22]1[CH2:27][CH2:26][N:25]([C:28]([O:30][C:31]([CH3:33])([CH3:32])[CH3:34])=[O:29])[CH2:24][CH2:23]1, predict the reactants needed to synthesize it. The reactants are: C(NC(C)C)(C)C.[Li]CCCC.[Cl:13][C:14]1[CH:15]=[N:16][CH:17]=[CH:18][CH:19]=1.[CH:20]([CH:22]1[CH2:27][CH2:26][N:25]([C:28]([O:30][C:31]([CH3:34])([CH3:33])[CH3:32])=[O:29])[CH2:24][CH2:23]1)=[O:21]. (2) Given the product [Br:1][C:2]1[CH:3]=[C:4]2[C:9](=[CH:10][CH:11]=1)[C:8](=[O:12])[N:7]([CH2:13][C:14]1[CH:15]=[CH:16][C:17]([S:20]([CH3:23])(=[O:21])=[O:22])=[CH:18][CH:19]=1)[C:6]([CH:24]([OH:25])[CH2:32][CH3:33])=[C:5]2[C:26]1[CH:27]=[CH:28][CH:29]=[CH:30][CH:31]=1, predict the reactants needed to synthesize it. The reactants are: [Br:1][C:2]1[CH:3]=[C:4]2[C:9](=[CH:10][CH:11]=1)[C:8](=[O:12])[N:7]([CH2:13][C:14]1[CH:19]=[CH:18][C:17]([S:20]([CH3:23])(=[O:22])=[O:21])=[CH:16][CH:15]=1)[C:6]([CH:24]=[O:25])=[C:5]2[C:26]1[CH:31]=[CH:30][CH:29]=[CH:28][CH:27]=1.[CH2:32]([Mg]Cl)[CH3:33].O. (3) Given the product [NH2:1][C:4]1[N:9]=[CH:8][C:7]([O:10][C:11]2[CH:12]=[C:13]([NH:17][C:18](=[O:24])[O:19][C:20]([CH3:22])([CH3:21])[CH3:23])[CH:14]=[CH:15][CH:16]=2)=[CH:6][CH:5]=1, predict the reactants needed to synthesize it. The reactants are: [N+:1]([C:4]1[N:9]=[CH:8][C:7]([O:10][C:11]2[CH:12]=[C:13]([NH:17][C:18](=[O:24])[O:19][C:20]([CH3:23])([CH3:22])[CH3:21])[CH:14]=[CH:15][CH:16]=2)=[CH:6][CH:5]=1)([O-])=O. (4) Given the product [CH3:14][O:13][C:10]1[CH:9]=[CH:8][C:7]([C:6]2[N:2]([O:1][C:17](=[O:18])[N:16]([CH3:15])[C:20]3[CH:25]=[CH:24][CH:23]=[CH:22][CH:21]=3)[N:3]=[CH:4][CH:5]=2)=[CH:12][CH:11]=1, predict the reactants needed to synthesize it. The reactants are: [OH:1][N:2]1[C:6]([C:7]2[CH:12]=[CH:11][C:10]([O:13][CH3:14])=[CH:9][CH:8]=2)=[CH:5][CH:4]=[N:3]1.[CH3:15][N:16]([C:20]1[CH:25]=[CH:24][CH:23]=[CH:22][CH:21]=1)[C:17](Cl)=[O:18]. (5) Given the product [OH:3][C:1]([C:4]1[N:9]2[C:10](=[O:25])[N:11]([CH2:13][CH2:14][C:15]3[CH:24]=[CH:23][C:22]4[C:17](=[CH:18][CH:19]=[CH:20][CH:21]=4)[N:16]=3)[N:12]=[C:8]2[CH:7]=[CH:6][CH:5]=1)([CH3:36])[CH2:2][C:31]1[CH:32]=[CH:33][C:28]([O:27][CH3:26])=[CH:29][CH:30]=1, predict the reactants needed to synthesize it. The reactants are: [C:1]([C:4]1[N:9]2[C:10](=[O:25])[N:11]([CH2:13][CH2:14][C:15]3[CH:24]=[CH:23][C:22]4[C:17](=[CH:18][CH:19]=[CH:20][CH:21]=4)[N:16]=3)[N:12]=[C:8]2[CH:7]=[CH:6][CH:5]=1)(=[O:3])[CH3:2].[CH3:26][O:27][C:28]1[CH:33]=[CH:32][C:31]([Mg]Br)=[CH:30][CH:29]=1.[CH2:36]1COCC1. (6) Given the product [CH3:34][N:35]1[C@@H:45]2[CH2:46][C:47]3=[CH:52][CH:51]=[C:50]([OH:53])[C:49]4[O:54][C@H:39]5[C:40]([CH2:42][CH2:43][C@:44]2([OH:55])[C@:38]5([C:48]=43)[CH2:37][CH2:36]1)=[O:41], predict the reactants needed to synthesize it. The reactants are: CN1[C@@H]2CC3C=CC(O)=C4O[C@H]5C(OC)=CC=C2[C@]5(C=34)CC1.ClC1C=C(C=CC=1)C(OO)=O.[CH3:34][N:35]1[C@H:45]2[CH2:46][C:47]3[CH:52]=[CH:51][C:50]([OH:53])=[C:49]4[O:54][C@H:39]5[C:40]([CH:42]=[CH:43][C@:44]2([OH:55])[C@:38]5([C:48]=34)[CH2:37][CH2:36]1)=[O:41].[H][H]. (7) The reactants are: [CH2:1]([O:8][CH2:9][CH2:10][CH2:11][CH2:12][O:13][CH2:14][CH2:15][CH2:16][OH:17])[C:2]1[CH:7]=[CH:6][CH:5]=[CH:4][CH:3]=1.Br[CH2:19][C:20]([O:22][C:23]([CH3:26])([CH3:25])[CH3:24])=[O:21].[OH-].[Na+]. Given the product [CH2:1]([O:8][CH2:9][CH2:10][CH2:11][CH2:12][O:13][CH2:14][CH2:15][CH2:16][O:17][CH2:19][C:20]([O:22][C:23]([CH3:26])([CH3:25])[CH3:24])=[O:21])[C:2]1[CH:7]=[CH:6][CH:5]=[CH:4][CH:3]=1, predict the reactants needed to synthesize it. (8) The reactants are: [C:1]1([NH2:8])[CH:6]=[CH:5][CH:4]=[CH:3][C:2]=1[NH2:7].CO[C:11](=N)[C:12]([Cl:15])([Cl:14])[Cl:13]. Given the product [Cl:13][C:12]([Cl:15])([Cl:14])[C:11]1[NH:8][C:1]2[CH:6]=[CH:5][CH:4]=[CH:3][C:2]=2[N:7]=1, predict the reactants needed to synthesize it. (9) Given the product [NH2:35][C:21]1[CH:22]=[CH:23][C:18]([N:13]2[C:14](=[O:17])[C:15]3[S:16][C:8]([C:5]4[CH:4]=[CH:3][C:2]([Cl:1])=[CH:7][CH:6]=4)=[CH:9][C:10]=3[N:11]=[CH:12]2)=[CH:19][C:20]=1[O:25][CH3:26], predict the reactants needed to synthesize it. The reactants are: [Cl:1][C:2]1[CH:7]=[CH:6][C:5]([C:8]2[S:16][C:15]3[C:14](=[O:17])[N:13]([C:18]4[CH:23]=[CH:22][C:21](O)=[C:20]([O:25][CH3:26])[CH:19]=4)[CH:12]=[N:11][C:10]=3[CH:9]=2)=[CH:4][CH:3]=1.COC1C=C([NH2:35])C=CC=1N.